This data is from Experimentally validated miRNA-target interactions with 360,000+ pairs, plus equal number of negative samples. The task is: Binary Classification. Given a miRNA mature sequence and a target amino acid sequence, predict their likelihood of interaction. (1) The miRNA is hsa-miR-208a-3p with sequence AUAAGACGAGCAAAAAGCUUGU. The protein sequence of the target gene is MAQFDTEYQRLEASYSDSPPGEEDLLVHVAEGSKSPWHHIENLDLFFSRVYNLHQKNGFTCMLIGEIFELMQFLFVVAFTTFLVSCVDYDILFANKMVNHSLHPTEPVKVTLPDAFLPAQVCSARIQENGSLITILVIAGVFWIHRLIKFIYNICCYWEIHSFYLHALRIPMSALPYCTWQEVQARIVQTQKEHQICIHKRELTELDIYHRILRFQNYMVALVNKSLLPLRFRLPGLGEAVFFTRGLKYNFELILFWGPGSLFLNEWSLKAEYKRGGQRLELAQRLSNRILWIGIANFLL.... Result: 0 (no interaction). (2) The miRNA is hsa-miR-6825-3p with sequence GCGCUGACCCGCCUUCUCCGCA. The protein sequence of the target gene is MECPSCQHVSKEETPKFCSQCGERLPPAAPIADSENNNSTMASASEGEMECGQELKEEGGPCLFPGSDSWQENPEEPCSKASWTVQESKKKKRKKKKKGNKSASSELASLPLSPASPCHLTLLSNPWPQDTALPHSQAQQSGPTGQPSQPPGTATTPLEGDGLSAPTEVGDSPLQAQALGEAGVATGSEAQSSPQFQDHTEGEDQDASIPSGGRGLSQEGTGPPTSAGEGHSRTEDAAQELLLPESKGGSSEPGTELQTTEQQAGASASMAVDAVAEPANAVKGAGKEMKEKTQRMKQPP.... Result: 0 (no interaction). (3) The miRNA is hsa-miR-124-3p with sequence UAAGGCACGCGGUGAAUGCCAA. The protein sequence of the target gene is MDLANHGLILLQQLNAQREFGFLCDCTVAIGDVYFKAHKSVLASFSNYFKMLFVHQTSECVRLKPTDIQPDIFSYLLHLMYTGKMAPQLIDPVRLEQGIKFLHAYPLIQEASLASQGAFSHPDQVFPLASSLYGIQIADHQLRQATKIASAPEKLGRDPRPQTSRISQEQVPEASQLSQLTSNLAQVNRTNMTPSDPLQTSLSPELVSTPVPPPPPGEETNLEASSSDEQPASLTIAHVKPSIMKRNGSFPKYYACHLCGRRFTLRSSLREHLQIHTGVPFTSSQQGESRVPLTLCSNAA.... Result: 1 (interaction). (4) The miRNA is hsa-miR-377-5p with sequence AGAGGUUGCCCUUGGUGAAUUC. The protein sequence of the target gene is MHPQVVILSLILHLADSVAGSVKVGGEAGPSVTLPCHYSGAVTSMCWNRGSCSLFTCQNGIVWTNGTHVTYRKDTRYKLLGDLSRRDVSLTIENTAVSDSGVYCCRVEHRGWFNDMKITVSLEIVPPKVTTTPIVTTVPTVTTVRTSTTVPTTTTVPMTTVPTTTVPTTMSIPTTTTVLTTMTVSTTTSVPTTTSIPTTTSVPVTTTVSTFVPPMPLPRQNHEPVATSPSSPQPAETHPTTLQGAIRREPTSSPLYSYTTDGNDTVTESSDGLWNNNQTQLFLEHSLLTANTTKGIYAGV.... Result: 1 (interaction). (5) The miRNA is hsa-miR-103a-3p with sequence AGCAGCAUUGUACAGGGCUAUGA. The protein sequence of the target gene is MVDRLANSEANTRRISIVENCFGAAGQPLTIPGRVLIGEGVLTKLCRKKPKARQFFLFNDILVYGNIVIQKKKYNKQHIIPLENVTIDSIKDEGDLRNGWLIKTPTKSFAVYAATATEKSEWMNHINKCVTDLLSKSGKTPSNEHAAVWVPDSEATVCMRCQKAKFTPVNRRHHCRKCGFVVCGPCSEKRFLLPSQSSKPVRICDFCYDLLSAGDMATCQPARSDSYSQSLKSPLNDMSDDDDDDDSSD. Result: 1 (interaction). (6) The miRNA is mmu-miR-222-3p with sequence AGCUACAUCUGGCUACUGGGUCU. The protein sequence of the target gene is MEEEGVKEAGEKPRGAQMVDKAGWIKKSSGGLLGFWKDRYLLLCQAQLLVYENEDDQKCVETVELGSYEKCQDLRALLKRKHRFILLRSPGNKVSDIKFQAPTGEEKESWIKALNEGINRGKNKAFDEVKVDKSCALEHVTRDRVRGGQRRRPPTRVHLKEVASAASDGLLRLDLDVPDSGPPVFAPSNHVSEAQPRETPRPLMPPTKPFLAPETTSPGDRVETPVGERAPTPVSASSEVSPESQEDSETPAEEDSGSEQPPNSVLPDKLKVSWENPSPQEAPAAESAEPSQAPCSETSE.... Result: 0 (no interaction).